Predict the reactants needed to synthesize the given product. From a dataset of Full USPTO retrosynthesis dataset with 1.9M reactions from patents (1976-2016). (1) Given the product [C:5]1([CH:3]([CH3:4])[CH2:2][NH:1][C:18](=[O:25])[C:19]2[CH:24]=[CH:23][CH:22]=[CH:21][CH:20]=2)[CH:10]=[CH:9][CH:8]=[CH:7][CH:6]=1, predict the reactants needed to synthesize it. The reactants are: [NH2:1][CH2:2][CH:3]([C:5]1[CH:10]=[CH:9][CH:8]=[CH:7][CH:6]=1)[CH3:4].C(N(CC)CC)C.[C:18](Cl)(=[O:25])[C:19]1[CH:24]=[CH:23][CH:22]=[CH:21][CH:20]=1. (2) The reactants are: [CH3:1][C:2]1([C:5]([OH:7])=O)[CH2:4][CH2:3]1.[CH3:8][NH:9][CH2:10][C:11]1[S:12][CH:13]=[CH:14][CH:15]=1.C(N(CC)CC)C.CCN=C=NCCCN(C)C. Given the product [CH3:8][N:9]([CH2:10][C:11]1[S:12][CH:13]=[CH:14][CH:15]=1)[C:5]([C:2]1([CH3:1])[CH2:4][CH2:3]1)=[O:7], predict the reactants needed to synthesize it.